Dataset: Reaction yield outcomes from USPTO patents with 853,638 reactions. Task: Predict the reaction yield, written as a fraction of the theoretical maximum amount of product (1.0 means a 100% yield; for example, 0.34 means a 34% yield). (1) The reactants are Cl[C:2]1[N:10]=[C:9]([CH3:11])[CH:8]=[CH:7][C:3]=1[C:4]([OH:6])=[O:5].[NH2:12][C:13]1[CH:21]=[C:20]2[C:16]([CH:17]=[N:18][NH:19]2)=[CH:15][CH:14]=1.N1C=CC=CC=1.O. The catalyst is CO. The product is [NH:19]1[C:20]2[C:16](=[CH:15][CH:14]=[C:13]([NH:12][C:2]3[N:10]=[C:9]([CH3:11])[CH:8]=[CH:7][C:3]=3[C:4]([OH:6])=[O:5])[CH:21]=2)[CH:17]=[N:18]1. The yield is 0.850. (2) The reactants are [Cl:1][C:2]1[CH:11]=[C:10]2[C:5]([CH2:6][CH2:7][CH2:8][NH:9]2)=[CH:4][CH:3]=1.[Br:12]N1C(=O)CCC1=O.O. The catalyst is C(Cl)Cl. The product is [Br:12][C:3]1[CH:4]=[C:5]2[C:10](=[CH:11][C:2]=1[Cl:1])[NH:9][CH2:8][CH2:7][CH2:6]2. The yield is 0.360. (3) The reactants are [C:1]12[C:7](=[CH:8][CH:9]=[CH:10][CH:11]=1)[NH:6]C(=O)[O:4][C:2]2=O.C([N:15](CC)CC)C.C[CH2:21][OH:22].O. The yield is 0.490. No catalyst specified. The product is [NH2:6][C:7]1[CH:8]=[CH:9][CH:10]=[CH:11][C:1]=1[C:2]([NH:15][O:22][CH3:21])=[O:4].